This data is from Forward reaction prediction with 1.9M reactions from USPTO patents (1976-2016). The task is: Predict the product of the given reaction. (1) The product is: [C:26]([C:23]1([S:34][C:28]2[CH:33]=[CH:32][CH:31]=[CH:30][CH:29]=2)[CH2:24][CH2:25][N:20]([C:13]([O:15][C:16]([CH3:19])([CH3:18])[CH3:17])=[O:14])[CH2:21][CH2:22]1)#[N:27]. Given the reactants C(NC(C)C)(C)C.C([Li])CCC.[C:13]([N:20]1[CH2:25][CH2:24][CH:23]([C:26]#[N:27])[CH2:22][CH2:21]1)([O:15][C:16]([CH3:19])([CH3:18])[CH3:17])=[O:14].[C:28]1([S:34][S:34][C:28]2[CH:33]=[CH:32][CH:31]=[CH:30][CH:29]=2)[CH:33]=[CH:32][CH:31]=[CH:30][CH:29]=1, predict the reaction product. (2) Given the reactants [CH3:1][N:2]([CH3:18])[NH:3][C:4]1[C:5]2[CH:16]=[CH:15][N:14]([CH3:17])[C:6]=2[N:7]=[C:8]([NH:10][CH2:11][CH2:12][CH3:13])[N:9]=1.[ClH:19], predict the reaction product. The product is: [ClH:19].[CH3:18][N:2]([CH3:1])[NH:3][C:4]1[C:5]2[CH:16]=[CH:15][N:14]([CH3:17])[C:6]=2[N:7]=[C:8]([NH:10][CH2:11][CH2:12][CH3:13])[N:9]=1. (3) Given the reactants Cl[C:2]1[CH:11]=[C:10]2[C:5]([CH:6]=[C:7]([C:14]3[CH:15]=[CH:16][C:17]([F:21])=[C:18]([CH:20]=3)[NH2:19])[C:8]([CH2:12][CH3:13])=[N:9]2)=[CH:4][N:3]=1.[C:22]([NH2:25])(=[O:24])[CH3:23].[O-]P([O-])([O-])=O.[K+].[K+].[K+].CC(P(C(C)(C)C)C1N(C2C(C3C=CC=CC=3)=NN(C3C=CC=CC=3)C=2C2C=CC=CC=2)N=CC=1)(C)C, predict the reaction product. The product is: [NH2:19][C:18]1[CH:20]=[C:14]([C:7]2[C:8]([CH2:12][CH3:13])=[N:9][C:10]3[C:5]([CH:6]=2)=[CH:4][N:3]=[C:2]([NH:25][C:22](=[O:24])[CH3:23])[CH:11]=3)[CH:15]=[CH:16][C:17]=1[F:21]. (4) Given the reactants [OH:1][CH2:2][CH:3]1[CH2:8][CH2:7][CH:6]([OH:9])[CH2:5][CH2:4]1.[C:10]1([C:16](Cl)([C:23]2[CH:28]=[CH:27][CH:26]=[CH:25][CH:24]=2)[C:17]2[CH:22]=[CH:21][CH:20]=[CH:19][CH:18]=2)[CH:15]=[CH:14][CH:13]=[CH:12][CH:11]=1, predict the reaction product. The product is: [C:16]([O:1][CH2:2][CH:3]1[CH2:8][CH2:7][CH:6]([OH:9])[CH2:5][CH2:4]1)([C:10]1[CH:15]=[CH:14][CH:13]=[CH:12][CH:11]=1)([C:23]1[CH:24]=[CH:25][CH:26]=[CH:27][CH:28]=1)[C:17]1[CH:18]=[CH:19][CH:20]=[CH:21][CH:22]=1. (5) The product is: [CH3:1][O:2][C:3]1[CH:8]=[C:7]([O:9][CH3:10])[CH:6]=[CH:5][C:4]=1[CH2:11][CH2:12][CH2:13][CH2:14][N:20]=[N+:21]=[N-:22].[CH3:1][O:2][C:3]1[CH:8]=[C:7]([O:9][CH3:10])[CH:6]=[CH:5][C:4]=1[CH2:11][CH2:12][CH2:13][CH2:14][O:15][S:16]([CH3:19])(=[O:18])=[O:17]. Given the reactants [CH3:1][O:2][C:3]1[CH:8]=[C:7]([O:9][CH3:10])[CH:6]=[CH:5][C:4]=1[CH2:11][CH2:12][CH2:13][CH2:14][O:15][S:16]([CH3:19])(=[O:18])=[O:17].[N-:20]=[N+:21]=[N-:22].[Na+], predict the reaction product.